The task is: Predict the product of the given reaction.. This data is from Forward reaction prediction with 1.9M reactions from USPTO patents (1976-2016). (1) Given the reactants [CH3:1][C:2]1([CH3:10])[C:6](=[O:7])[CH2:5][C:4]([CH3:9])([CH3:8])[O:3]1.C[O-].[Na+].[Cl:14][C:15]1[CH:20]=[CH:19][C:18]([C:21]2[CH:26]=[CH:25][C:24]([C:27]([F:30])([F:29])[F:28])=[C:23]([CH:31]=O)[CH:22]=2)=[CH:17][CH:16]=1, predict the reaction product. The product is: [Cl:14][C:15]1[CH:16]=[CH:17][C:18]([C:21]2[CH:26]=[CH:25][C:24]([C:27]([F:28])([F:29])[F:30])=[C:23]([CH:31]=[C:5]3[C:4]([CH3:9])([CH3:8])[O:3][C:2]([CH3:10])([CH3:1])[C:6]3=[O:7])[CH:22]=2)=[CH:19][CH:20]=1. (2) Given the reactants [NH2:1][C:2]1[CH:3]=[CH:4][C:5]([CH3:14])=[C:6]([C:8]#[C:9]C(C)(O)C)[CH:7]=1.[OH-].[Na+], predict the reaction product. The product is: [C:8]([C:6]1[CH:7]=[C:2]([NH2:1])[CH:3]=[CH:4][C:5]=1[CH3:14])#[CH:9]. (3) The product is: [CH:1]([C@@H:32]1[CH2:31][CH:48]2[C@:43]([CH3:50])([CH2:44][CH2:45][C:46](=[O:49])[CH2:47]2)[C@@H:42]2[C@@H:33]1[C@H:34]1[C@@:38]([CH2:40][CH2:41]2)([CH3:39])[C:37](=[O:51])[CH2:36][CH2:35]1)=[O:2]. Given the reactants [CH2:1]1COC23OCCOC2([C@]2(CC[C@H]4[C@@H]([C@H](C=O)CC5[C@]4(C)CCCC5)[C@@H]2C3)C)[O:2]1.C=[C:31]1[CH:48]2[C@:43]([CH3:50])([CH2:44][CH2:45][C:46](=[O:49])[CH2:47]2)[C@@H:42]2[C@H:33]([C@H:34]3[C@@:38]([CH2:40][CH2:41]2)([CH3:39])[C:37](=[O:51])[CH2:36][CH2:35]3)[CH2:32]1, predict the reaction product.